This data is from Peptide-MHC class II binding affinity with 134,281 pairs from IEDB. The task is: Regression. Given a peptide amino acid sequence and an MHC pseudo amino acid sequence, predict their binding affinity value. This is MHC class II binding data. (1) The peptide sequence is SVKEDLVAYGGSWKL. The MHC is HLA-DQA10303-DQB10402 with pseudo-sequence HLA-DQA10303-DQB10402. The binding affinity (normalized) is 0. (2) The peptide sequence is IFYDVFFAVANGNEL. The MHC is DRB5_0101 with pseudo-sequence DRB5_0101. The binding affinity (normalized) is 0.425. (3) The peptide sequence is AGPPQVGLSYSQTML. The MHC is DRB1_0101 with pseudo-sequence DRB1_0101. The binding affinity (normalized) is 0.0707. (4) The peptide sequence is TLWQRPLVTIKIGGQLTEAL. The MHC is HLA-DQA10101-DQB10501 with pseudo-sequence HLA-DQA10101-DQB10501. The binding affinity (normalized) is 0.205. (5) The peptide sequence is AAATIGTTVYGAFAA. The MHC is HLA-DQA10501-DQB10301 with pseudo-sequence HLA-DQA10501-DQB10301. The binding affinity (normalized) is 0.570. (6) The peptide sequence is RPMFLYVRTNGTSKI. The MHC is DRB1_0901 with pseudo-sequence DRB1_0901. The binding affinity (normalized) is 0.593.